This data is from NCI-60 drug combinations with 297,098 pairs across 59 cell lines. The task is: Regression. Given two drug SMILES strings and cell line genomic features, predict the synergy score measuring deviation from expected non-interaction effect. (1) Drug 1: CC1=C(C(CCC1)(C)C)C=CC(=CC=CC(=CC(=O)O)C)C. Drug 2: CN1C2=C(C=C(C=C2)N(CCCl)CCCl)N=C1CCCC(=O)O.Cl. Cell line: OVCAR-8. Synergy scores: CSS=0.718, Synergy_ZIP=-1.24, Synergy_Bliss=-2.22, Synergy_Loewe=-2.57, Synergy_HSA=-2.53. (2) Drug 1: C1C(C(OC1N2C=C(C(=O)NC2=O)F)CO)O. Drug 2: CC1=C(C(=O)C2=C(C1=O)N3CC4C(C3(C2COC(=O)N)OC)N4)N. Cell line: MDA-MB-231. Synergy scores: CSS=17.0, Synergy_ZIP=-6.11, Synergy_Bliss=-3.46, Synergy_Loewe=-1.80, Synergy_HSA=0.235. (3) Drug 1: C1=CC(=CC=C1CC(C(=O)O)N)N(CCCl)CCCl.Cl. Drug 2: CC1=C(C=C(C=C1)C(=O)NC2=CC(=CC(=C2)C(F)(F)F)N3C=C(N=C3)C)NC4=NC=CC(=N4)C5=CN=CC=C5. Cell line: MDA-MB-231. Synergy scores: CSS=15.6, Synergy_ZIP=-1.19, Synergy_Bliss=-1.72, Synergy_Loewe=-2.16, Synergy_HSA=-1.59.